From a dataset of Full USPTO retrosynthesis dataset with 1.9M reactions from patents (1976-2016). Predict the reactants needed to synthesize the given product. (1) Given the product [CH:29]1([CH2:32][O:28][C:19]2[CH:20]=[C:21]([CH3:27])[C:22]([N+:24]([O-:26])=[O:25])=[CH:23][C:18]=2[CH3:17])[CH2:31][CH2:30]1, predict the reactants needed to synthesize it. The reactants are: N(C(OCCOC)=O)=NC(OCCOC)=O.[CH3:17][C:18]1[CH:23]=[C:22]([N+:24]([O-:26])=[O:25])[C:21]([CH3:27])=[CH:20][C:19]=1[OH:28].[CH:29]1([CH2:32]O)[CH2:31][CH2:30]1.C1(P(C2C=CC=CC=2)C2C=CC=CC=2)C=CC=CC=1.C(=O)(O)[O-].[Na+]. (2) Given the product [CH2:26]([NH:33][C:34]([N:7]1[CH:8]2[CH2:9][CH2:10][CH:14]1[CH2:13][N:12]([C:15]1[C:16]3[CH:23]=[CH:22][NH:21][C:17]=3[N:18]=[CH:19][N:20]=1)[CH2:11]2)=[S:35])[C:27]1[CH:32]=[CH:31][CH:30]=[CH:29][CH:28]=1, predict the reactants needed to synthesize it. The reactants are: FC(F)(F)CCC([N:7]1[CH2:14][CH2:13][N:12]([C:15]2[C:16]3[CH:23]=[CH:22][NH:21][C:17]=3[N:18]=[CH:19][N:20]=2)[CH2:11][C:8]21[CH2:10][CH2:9]2)=O.[CH2:26]([N:33]=[C:34]=[S:35])[C:27]1[CH:32]=[CH:31][CH:30]=[CH:29][CH:28]=1. (3) Given the product [Cl:12][C:5]1[CH:4]=[CH:3][C:2]([C:4]2[CH:3]=[CH:2][CH:11]=[C:6]([CH2:7][O:29][C:16]3[CH:17]=[C:18]4[C:22](=[C:14]([Cl:13])[C:15]=3[CH3:30])[C:21](=[O:23])[CH:20]([CH:24]3[CH2:28][CH2:27][CH2:26][CH2:25]3)[CH2:19]4)[CH:5]=2)=[CH:11][C:6]=1[C:7]([OH:9])=[O:8], predict the reactants needed to synthesize it. The reactants are: Br[C:2]1[CH:3]=[CH:4][C:5]([Cl:12])=[C:6]([CH:11]=1)[C:7]([O:9]C)=[O:8].[Cl:13][C:14]1[C:15]([CH3:30])=[C:16]([OH:29])[CH:17]=[C:18]2[C:22]=1[C:21](=[O:23])[CH:20]([CH:24]1[CH2:28][CH2:27][CH2:26][CH2:25]1)[CH2:19]2. (4) Given the product [CH3:17][O:16][C:13]1[CH:14]=[CH:15][C:10]([CH2:9][N:7]2[CH2:8][CH:4]([CH:2]([S:32][C:28]3[CH:29]=[CH:30][CH:31]=[C:26]([C:25]([F:24])([F:33])[F:34])[CH:27]=3)[CH3:3])[CH2:5][C:6]2=[O:18])=[CH:11][CH:12]=1, predict the reactants needed to synthesize it. The reactants are: O[CH:2]([CH:4]1[CH2:8][N:7]([CH2:9][C:10]2[CH:15]=[CH:14][C:13]([O:16][CH3:17])=[CH:12][CH:11]=2)[C:6](=[O:18])[CH2:5]1)[CH3:3].CS(Cl)(=O)=O.[F:24][C:25]([F:34])([F:33])[C:26]1[CH:27]=[C:28]([SH:32])[CH:29]=[CH:30][CH:31]=1.C(=O)([O-])[O-].[K+].[K+]. (5) Given the product [Br:20][C:21]1[C:26]([CH2:27][C:8]#[N:7])=[CH:25][CH:24]=[CH:23][N:22]=1, predict the reactants needed to synthesize it. The reactants are: CC(C)([O-])C.[K+].[N+:7](CS(C1C=CC(C)=CC=1)(=O)=O)#[C-:8].[Br:20][C:21]1[C:26]([CH:27]=O)=[CH:25][CH:24]=[CH:23][N:22]=1.CO. (6) Given the product [CH2:1]([N:6]1[C:14]2[C:9](=[CH:10][CH:11]=[CH:12][CH:13]=2)[C:8]2([C:18]3[C:19](=[O:35])[NH:20][CH:21]=[CH:22][C:17]=3[O:16][CH2:15]2)[C:7]1=[O:24])[CH2:2][CH2:3][CH2:4][CH3:5], predict the reactants needed to synthesize it. The reactants are: [CH2:1]([N:6]1[C:14]2[C:9](=[CH:10][CH:11]=[CH:12][CH:13]=2)[C:8]2([C:18]3[CH:19]=[N+:20]([O-])[CH:21]=[CH:22][C:17]=3[O:16][CH2:15]2)[C:7]1=[O:24])[CH2:2][CH2:3][CH2:4][CH3:5].C(N(CC)CC)C.FC(F)(F)C(OC(=O)C(F)(F)F)=[O:35].[OH-].[Na+].